This data is from NCI-60 drug combinations with 297,098 pairs across 59 cell lines. The task is: Regression. Given two drug SMILES strings and cell line genomic features, predict the synergy score measuring deviation from expected non-interaction effect. Drug 1: CC1C(C(=O)NC(C(=O)N2CCCC2C(=O)N(CC(=O)N(C(C(=O)O1)C(C)C)C)C)C(C)C)NC(=O)C3=C4C(=C(C=C3)C)OC5=C(C(=O)C(=C(C5=N4)C(=O)NC6C(OC(=O)C(N(C(=O)CN(C(=O)C7CCCN7C(=O)C(NC6=O)C(C)C)C)C)C(C)C)C)N)C. Drug 2: CCN(CC)CCCC(C)NC1=C2C=C(C=CC2=NC3=C1C=CC(=C3)Cl)OC. Cell line: HT29. Synergy scores: CSS=27.2, Synergy_ZIP=-8.48, Synergy_Bliss=-4.90, Synergy_Loewe=-14.9, Synergy_HSA=-3.02.